Task: Regression. Given a peptide amino acid sequence and an MHC pseudo amino acid sequence, predict their binding affinity value. This is MHC class II binding data.. Dataset: Peptide-MHC class II binding affinity with 134,281 pairs from IEDB The peptide sequence is LKQATTAPCAVMDIT. The binding affinity (normalized) is 0.194. The MHC is DRB1_0901 with pseudo-sequence DRB1_0901.